Dataset: Reaction yield outcomes from USPTO patents with 853,638 reactions. Task: Predict the reaction yield, written as a fraction of the theoretical maximum amount of product (1.0 means a 100% yield; for example, 0.34 means a 34% yield). The reactants are [CH3:1][O:2][C:3]1[CH:4]=[C:5]2[C:10](=[CH:11][C:12]=1[O:13][CH3:14])[N:9]=[CH:8][CH:7]=[C:6]2[O:15][C:16]1[CH:22]=[CH:21][C:19]([NH2:20])=[C:18]([CH3:23])[C:17]=1[CH3:24].Cl[C:26](Cl)([O:28][C:29](=[O:35])OC(Cl)(Cl)Cl)Cl.OC1[CH:45]=[CH:44][C:41]([C:42]#[N:43])=[CH:40][CH:39]=1.C(=O)(O)[O-].[Na+]. The catalyst is C(Cl)Cl.C(N(CC)CC)C.C1(C)C=CC=CC=1. The product is [CH3:1][O:2][C:3]1[CH:4]=[C:5]2[C:10](=[CH:11][C:12]=1[O:13][CH3:14])[N:9]=[CH:8][CH:7]=[C:6]2[O:15][C:16]1[CH:22]=[CH:21][C:19]([NH:20][C:29](=[O:35])[O:28][C:26]2[CH:45]=[CH:44][C:41]([C:42]#[N:43])=[CH:40][CH:39]=2)=[C:18]([CH3:23])[C:17]=1[CH3:24]. The yield is 0.530.